From a dataset of Reaction yield outcomes from USPTO patents with 853,638 reactions. Predict the reaction yield, written as a fraction of the theoretical maximum amount of product (1.0 means a 100% yield; for example, 0.34 means a 34% yield). The yield is 0.890. The reactants are [F:1][C:2]([F:11])([F:10])[C:3](=[O:9])[C:4]([O:6][CH2:7][CH3:8])=[O:5].[CH:12](=[O:14])[CH3:13].N1CCC[C@H]1C(O)=O. The product is [OH:9][C:3]([C:2]([F:10])([F:11])[F:1])([CH2:13][CH:12]=[O:14])[C:4]([O:6][CH2:7][CH3:8])=[O:5]. The catalyst is ClCCl.